Dataset: Peptide-MHC class I binding affinity with 185,985 pairs from IEDB/IMGT. Task: Regression. Given a peptide amino acid sequence and an MHC pseudo amino acid sequence, predict their binding affinity value. This is MHC class I binding data. (1) The peptide sequence is LIAATAITK. The MHC is HLA-A03:01 with pseudo-sequence HLA-A03:01. The binding affinity (normalized) is 0.706. (2) The peptide sequence is MLTACQGVG. The MHC is HLA-A02:06 with pseudo-sequence HLA-A02:06. The binding affinity (normalized) is 0.0744. (3) The peptide sequence is FQMGGIGPM. The MHC is HLA-C06:02 with pseudo-sequence HLA-C06:02. The binding affinity (normalized) is 0.423.